From a dataset of Reaction yield outcomes from USPTO patents with 853,638 reactions. Predict the reaction yield, written as a fraction of the theoretical maximum amount of product (1.0 means a 100% yield; for example, 0.34 means a 34% yield). (1) The reactants are CCN(C(C)C)C(C)C.[C:10]1([N:16]2[CH:20]=[C:19]([C:21]([OH:23])=O)[N:18]=[CH:17]2)[CH:15]=[CH:14][CH:13]=[CH:12][CH:11]=1.C1C=CC2N(O)N=NC=2C=1.CCN=C=NCCCN(C)C.Cl.[NH2:46][CH2:47][C:48]([N:50]1[CH2:55][CH2:54][CH:53]([O:56][C:57]2[CH:62]=[C:61]([F:63])[CH:60]=[CH:59][C:58]=2[Cl:64])[CH2:52][CH2:51]1)=[O:49]. The catalyst is CN(C=O)C.O. The product is [Cl:64][C:58]1[CH:59]=[CH:60][C:61]([F:63])=[CH:62][C:57]=1[O:56][CH:53]1[CH2:54][CH2:55][N:50]([C:48](=[O:49])[CH2:47][NH:46][C:21]([C:19]2[N:18]=[CH:17][N:16]([C:10]3[CH:11]=[CH:12][CH:13]=[CH:14][CH:15]=3)[CH:20]=2)=[O:23])[CH2:51][CH2:52]1. The yield is 0.550. (2) The reactants are [C:1]([O:5][C:6]([N:8]1[CH2:13][CH2:12][NH:11][CH2:10][CH2:9]1)=[O:7])([CH3:4])([CH3:3])[CH3:2].[Cl:14][C:15]1[CH:29]=[CH:28][C:18]([O:19][C:20]2[CH:21]=[C:22]([CH:25]=[CH:26][CH:27]=2)[CH:23]=O)=[CH:17][CH:16]=1.[BH-](OC(C)=O)(OC(C)=O)OC(C)=O.[Na+].[OH-].[K+]. The catalyst is C1COCC1. The product is [C:1]([O:5][C:6]([N:8]1[CH2:13][CH2:12][N:11]([CH2:23][C:22]2[CH:25]=[CH:26][CH:27]=[C:20]([O:19][C:18]3[CH:28]=[CH:29][C:15]([Cl:14])=[CH:16][CH:17]=3)[CH:21]=2)[CH2:10][CH2:9]1)=[O:7])([CH3:4])([CH3:2])[CH3:3]. The yield is 0.750.